From a dataset of Forward reaction prediction with 1.9M reactions from USPTO patents (1976-2016). Predict the product of the given reaction. (1) Given the reactants Cl[C:2]1[N:3]=[C:4]([N:13]2[CH2:18][CH2:17][O:16][CH2:15][CH2:14]2)[C:5]2[S:10][C:9]([CH2:11][OH:12])=[CH:8][C:6]=2[N:7]=1.[CH2:19](N(CC)CC)C.[CH3:26][S:27](Cl)(=[O:29])=[O:28], predict the reaction product. The product is: [CH3:19][C:2]1[N:3]=[C:4]([N:13]2[CH2:18][CH2:17][O:16][CH2:15][CH2:14]2)[C:5]2[S:10][C:9]([CH2:11][O:12][S:27]([CH3:26])(=[O:29])=[O:28])=[CH:8][C:6]=2[N:7]=1. (2) Given the reactants [CH2:1]([C:3]1[CH:18]=[CH:17][C:6]([O:7][C@H:8]([CH3:16])[CH2:9][CH2:10][O:11]S(C)(=O)=O)=[C:5]([O:19][C:20]2[CH:25]=[CH:24][CH:23]=[CH:22][CH:21]=2)[CH:4]=1)[CH3:2].C[O:27][C:28](=[O:40])[CH2:29][CH2:30][C:31]1[C:36]([CH3:37])=[CH:35][C:34](O)=[CH:33][C:32]=1[CH3:39].C(=O)([O-])[O-].[Cs+].[Cs+].[OH-].[Na+], predict the reaction product. The product is: [CH2:1]([C:3]1[CH:18]=[CH:17][C:6]([O:7][C@H:8]([CH3:16])[CH2:9][CH2:10][O:11][C:34]2[CH:35]=[C:36]([CH3:37])[C:31]([CH2:30][CH2:29][C:28]([OH:40])=[O:27])=[C:32]([CH3:39])[CH:33]=2)=[C:5]([O:19][C:20]2[CH:25]=[CH:24][CH:23]=[CH:22][CH:21]=2)[CH:4]=1)[CH3:2]. (3) Given the reactants [F:1][C:2]1[CH:7]=[CH:6][C:5]([C:8]2[C:12]([C:13]3[CH:18]=[CH:17][N:16]=[C:15](S(C)(=O)=O)[N:14]=3)=[CH:11][N:10]([CH:23]([CH3:25])[CH3:24])[N:9]=2)=[CH:4][CH:3]=1, predict the reaction product. The product is: [CH2:8]([NH:9][C:15]1[N:14]=[C:13]([C:12]2[C:8]([C:5]3[CH:6]=[CH:7][C:2]([F:1])=[CH:3][CH:4]=3)=[N:9][N:10]([CH:23]([CH3:25])[CH3:24])[CH:11]=2)[CH:18]=[CH:17][N:16]=1)[C:5]1[CH:6]=[CH:7][CH:2]=[CH:3][CH:4]=1. (4) Given the reactants C(Cl)(=O)C(Cl)=O.[CH3:7][C:8]1[CH:13]=[C:12]([NH:14][C:15]2[CH:20]=[C:19]([C:21]([F:24])([F:23])[F:22])[CH:18]=[CH:17][N:16]=2)[N:11]=[C:10]([C:25]([OH:27])=O)[CH:9]=1.CCN(C(C)C)C(C)C.[C:37]([O:41][C:42]([CH3:45])([CH3:44])[CH3:43])(=[O:40])[NH:38][NH2:39].Cl, predict the reaction product. The product is: [CH3:7][C:8]1[CH:13]=[C:12]([NH:14][C:15]2[CH:20]=[C:19]([C:21]([F:22])([F:23])[F:24])[CH:18]=[CH:17][N:16]=2)[N:11]=[C:10]([C:25]([NH:39][NH:38][C:37]([O:41][C:42]([CH3:45])([CH3:44])[CH3:43])=[O:40])=[O:27])[CH:9]=1.